This data is from Reaction yield outcomes from USPTO patents with 853,638 reactions. The task is: Predict the reaction yield, written as a fraction of the theoretical maximum amount of product (1.0 means a 100% yield; for example, 0.34 means a 34% yield). (1) The reactants are CS(C)=O.C(Cl)(=O)C(Cl)=O.[C:11]([O:15][C:16]([N:18]1[CH2:23][CH2:22][CH2:21][CH:20]([CH2:24][OH:25])[CH2:19]1)=[O:17])([CH3:14])([CH3:13])[CH3:12].CCN(CC)CC. The catalyst is C(Cl)Cl.O. The product is [C:11]([O:15][C:16]([N:18]1[CH2:23][CH2:22][CH2:21][CH:20]([CH:24]=[O:25])[CH2:19]1)=[O:17])([CH3:14])([CH3:13])[CH3:12]. The yield is 0.920. (2) The reactants are [CH:1]1([CH2:4][N:5]([CH2:24][CH2:25][CH3:26])[C:6]2[N:11]=[CH:10][N:9]=[C:8]([C:12]([NH:14][C:15]3[CH:20]=[CH:19][C:18]([CH:21]=O)=[CH:17][C:16]=3[CH3:23])=[O:13])[CH:7]=2)[CH2:3][CH2:2]1.[NH:27]1[CH2:32][CH2:31][O:30][CH2:29][CH2:28]1.C(O[BH-](OC(=O)C)OC(=O)C)(=O)C. The catalyst is C(Cl)Cl. The product is [CH:1]1([CH2:4][N:5]([CH2:24][CH2:25][CH3:26])[C:6]2[N:11]=[CH:10][N:9]=[C:8]([C:12]([NH:14][C:15]3[CH:20]=[CH:19][C:18]([CH2:21][N:27]4[CH2:32][CH2:31][O:30][CH2:29][CH2:28]4)=[CH:17][C:16]=3[CH3:23])=[O:13])[CH:7]=2)[CH2:3][CH2:2]1. The yield is 0.920.